From a dataset of Forward reaction prediction with 1.9M reactions from USPTO patents (1976-2016). Predict the product of the given reaction. (1) Given the reactants [Cl:1][C:2]1[CH:3]=[C:4]([C:8]#[C:9][C:10]2[NH:11][O:12][CH:13]3[NH:17][CH2:16][CH2:15][C:14]=23)[CH:5]=[CH:6][CH:7]=1.C(N(CC)CC)C.[CH:25]1[CH:30]=[N:29][CH:28]=[C:27]([N:31]=[C:32]=[O:33])[CH:26]=1.O, predict the reaction product. The product is: [Cl:1][C:2]1[CH:3]=[C:4]([C:8]#[C:9][C:10]2[CH:14]3[CH2:15][CH2:16][N:17]([C:32]([NH:31][C:27]4[CH:28]=[N:29][CH:30]=[CH:25][CH:26]=4)=[O:33])[CH:13]3[O:12][N:11]=2)[CH:5]=[CH:6][CH:7]=1. (2) The product is: [CH3:19][N:18]1[C:10]2[CH:9]=[C:8]([C:5]3[CH:6]=[CH:7][C:2]([O:1][CH2:29][C@H:30]4[CH2:34][CH2:33][N:32]([C:35]5[CH:40]=[CH:39][CH:38]=[CH:37][N:36]=5)[CH2:31]4)=[C:3]([C:20]([F:23])([F:22])[F:21])[CH:4]=3)[N:13]=[C:12]([C:14]#[N:15])[C:11]=2[N:16]=[N:17]1. Given the reactants [OH:1][C:2]1[CH:7]=[CH:6][C:5]([C:8]2[N:13]=[C:12]([C:14]#[N:15])[C:11]3[N:16]=[N:17][N:18]([CH3:19])[C:10]=3[CH:9]=2)=[CH:4][C:3]=1[C:20]([F:23])([F:22])[F:21].CS(O[CH2:29][C@H:30]1[CH2:34][CH2:33][N:32]([C:35]2[CH:40]=[CH:39][CH:38]=[CH:37][N:36]=2)[CH2:31]1)(=O)=O.C(=O)([O-])[O-].[Cs+].[Cs+].C([N+](CCCC)(CCCC)CCCC)CCC, predict the reaction product. (3) Given the reactants CC(C)([O-])C.[K+].[C:7]([O:11][C:12]([N:14]1[CH2:19][CH2:18][CH:17]([N:20]2[CH2:25][CH2:24][CH:23]([OH:26])[CH2:22][CH2:21]2)[CH2:16][CH2:15]1)=[O:13])([CH3:10])([CH3:9])[CH3:8].[Cl:27][C:28]1[CH:29]=[C:30](F)[CH:31]=[CH:32][C:33]=1[Cl:34].C([O-])(O)=O.[Na+], predict the reaction product. The product is: [C:7]([O:11][C:12]([N:14]1[CH2:19][CH2:18][CH:17]([N:20]2[CH2:21][CH2:22][CH:23]([O:26][C:31]3[CH:30]=[CH:29][C:28]([Cl:27])=[C:33]([Cl:34])[CH:32]=3)[CH2:24][CH2:25]2)[CH2:16][CH2:15]1)=[O:13])([CH3:10])([CH3:8])[CH3:9]. (4) Given the reactants [ClH:1].[F:2][C:3]1[CH:4]=[C:5]([NH:29][C:30](=[O:42])[CH2:31][C:32]([NH:34][C:35]2[CH:40]=[CH:39][C:38]([F:41])=[CH:37][CH:36]=2)=[O:33])[CH:6]=[CH:7][C:8]=1[O:9][C:10]1[C:15]2=[C:16]([CH3:28])[C:17]([O:19][CH2:20][CH2:21][N:22]3[CH2:27][CH2:26]O[CH2:24][CH2:23]3)=[CH:18][N:14]2[N:13]=[CH:12][N:11]=1.FC1C=C(N)C=CC=1O[C:51]1C2=C(C)C(OCCN3CCN(C)CC3)=CN2N=C[N:52]=1, predict the reaction product. The product is: [ClH:1].[ClH:1].[F:2][C:3]1[CH:4]=[C:5]([NH:29][C:30](=[O:42])[CH2:31][C:32]([NH:34][C:35]2[CH:36]=[CH:37][C:38]([F:41])=[CH:39][CH:40]=2)=[O:33])[CH:6]=[CH:7][C:8]=1[O:9][C:10]1[C:15]2=[C:16]([CH3:28])[C:17]([O:19][CH2:20][CH2:21][N:22]3[CH2:23][CH2:24][N:52]([CH3:51])[CH2:26][CH2:27]3)=[CH:18][N:14]2[N:13]=[CH:12][N:11]=1. (5) Given the reactants [C:1]([O:5][C:6](=[O:35])[NH:7][C@@H:8]([CH2:25][C:26]1[C:34]2[C:29](=[CH:30][CH:31]=[CH:32][CH:33]=2)[NH:28][CH:27]=1)[CH2:9][O:10][C:11]1[CH:12]=[N:13][CH:14]=[C:15]([C:17]2[CH:22]=[CH:21][C:20]([CH:23]=O)=[CH:19][CH:18]=2)[CH:16]=1)([CH3:4])([CH3:3])[CH3:2].[NH2:36][C:37]1[CH:42]=[CH:41][CH:40]=[CH:39][CH:38]=1.[BH3-]C#N.[Na+].CC(O)=O, predict the reaction product. The product is: [C:1]([O:5][C:6](=[O:35])[NH:7][C@@H:8]([CH2:25][C:26]1[C:34]2[C:29](=[CH:30][CH:31]=[CH:32][CH:33]=2)[NH:28][CH:27]=1)[CH2:9][O:10][C:11]1[CH:12]=[N:13][CH:14]=[C:15]([C:17]2[CH:18]=[CH:19][C:20]([CH2:23][NH:36][C:37]3[CH:42]=[CH:41][CH:40]=[CH:39][CH:38]=3)=[CH:21][CH:22]=2)[CH:16]=1)([CH3:2])([CH3:4])[CH3:3].